Predict the product of the given reaction. From a dataset of Forward reaction prediction with 1.9M reactions from USPTO patents (1976-2016). (1) Given the reactants [Br:1][C:2]1[CH:11]=[CH:10][CH:9]=[C:8]2[C:3]=1[CH2:4][C:5]([CH3:17])([CH3:16])[N:6](C(OC)=O)[CH2:7]2.[OH-].[K+], predict the reaction product. The product is: [Br:1][C:2]1[CH:11]=[CH:10][CH:9]=[C:8]2[C:3]=1[CH2:4][C:5]([CH3:17])([CH3:16])[NH:6][CH2:7]2. (2) The product is: [NH2:16][C:11]([C:3]1[C:2]([Cl:1])=[C:6]([C:7]([O:9][CH3:10])=[O:8])[NH:5][CH:4]=1)=[O:13]. Given the reactants [Cl:1][C:2]1[C:3]([C:11]([OH:13])=O)=[CH:4][NH:5][C:6]=1[C:7]([O:9][CH3:10])=[O:8].CC[N:16](C(C)C)C(C)C.CN(C(ON1N=NC2C=CC=NC1=2)=[N+](C)C)C.F[P-](F)(F)(F)(F)F, predict the reaction product. (3) Given the reactants C(OC(=O)[NH:7][CH2:8][C@@H:9]([NH:16][C:17]([C:19]1[O:20][N:21]=[C:22]2[C:31]3[N:30]=[C:29]([NH:32][C:33]4[CH:38]=[CH:37][C:36]([C:39](=[O:48])[NH:40][CH:41]5[CH2:46][CH2:45][N:44]([CH3:47])[CH2:43][CH2:42]5)=[CH:35][C:34]=4[O:49][CH3:50])[N:28]=[CH:27][C:26]=3[C:25]([CH3:52])([CH3:51])[CH2:24][C:23]=12)=[O:18])[C:10]1[CH:15]=[CH:14][CH:13]=[CH:12][CH:11]=1)(C)(C)C, predict the reaction product. The product is: [NH2:7][CH2:8][C@@H:9]([NH:16][C:17]([C:19]1[O:20][N:21]=[C:22]2[C:31]3[N:30]=[C:29]([NH:32][C:33]4[CH:38]=[CH:37][C:36]([C:39](=[O:48])[NH:40][CH:41]5[CH2:42][CH2:43][N:44]([CH3:47])[CH2:45][CH2:46]5)=[CH:35][C:34]=4[O:49][CH3:50])[N:28]=[CH:27][C:26]=3[C:25]([CH3:52])([CH3:51])[CH2:24][C:23]=12)=[O:18])[C:10]1[CH:11]=[CH:12][CH:13]=[CH:14][CH:15]=1. (4) Given the reactants [C:1]1([CH2:7][CH2:8][CH:9]=O)[CH:6]=[CH:5][CH:4]=[CH:3][CH:2]=1.[CH2:11]([NH:18][C:19]([C:21]1[S:25][C:24]([N:26]2[CH2:31][CH2:30][CH2:29][CH2:28][C:27]2=[O:32])=[N:23][C:22]=1[CH3:33])=[O:20])[C:12]1[CH:17]=[CH:16][CH:15]=[CH:14][CH:13]=1, predict the reaction product. The product is: [CH2:11]([NH:18][C:19]([C:21]1[S:25][C:24]([N:26]2[CH2:31][CH2:30][CH2:29][CH:28]([CH2:9][CH2:8][CH2:7][C:1]3[CH:2]=[CH:3][CH:4]=[CH:5][CH:6]=3)[C:27]2=[O:32])=[N:23][C:22]=1[CH3:33])=[O:20])[C:12]1[CH:17]=[CH:16][CH:15]=[CH:14][CH:13]=1.